Dataset: Forward reaction prediction with 1.9M reactions from USPTO patents (1976-2016). Task: Predict the product of the given reaction. (1) Given the reactants [Cl:1][C:2]1[C:6]([CH2:7]Cl)=[C:5]([C:9]2[CH:14]=[CH:13][C:12]([O:15][CH3:16])=[CH:11][CH:10]=2)[S:4][N:3]=1.[OH:17][C:18]1[CH:23]=[CH:22][C:21]([CH2:24][CH2:25][C:26]([O:28]CC)=[O:27])=[C:20]([CH3:31])[C:19]=1[CH3:32], predict the reaction product. The product is: [Cl:1][C:2]1[C:6]([CH2:7][O:17][C:18]2[CH:23]=[CH:22][C:21]([CH2:24][CH2:25][C:26]([OH:28])=[O:27])=[C:20]([CH3:31])[C:19]=2[CH3:32])=[C:5]([C:9]2[CH:14]=[CH:13][C:12]([O:15][CH3:16])=[CH:11][CH:10]=2)[S:4][N:3]=1. (2) Given the reactants C1CCC(N=C=NC2CCCCC2)CC1.CCN(C(C)C)C(C)C.[NH:25]1[C:33]2[C:28](=[CH:29][CH:30]=[CH:31][CH:32]=2)[C:27](/[CH:34]=[CH:35]/[C:36]([OH:38])=O)=[CH:26]1.[NH2:39][C:40]1[CH:41]=[C:42]([CH:48]=[CH:49][C:50]=1[OH:51])[C:43]([N:45]([CH3:47])[CH3:46])=[O:44], predict the reaction product. The product is: [NH:25]1[C:33]2[C:28](=[CH:29][CH:30]=[CH:31][CH:32]=2)[C:27]([CH:34]=[CH:35][C:36]([NH:39][C:40]2[CH:41]=[C:42]([CH:48]=[CH:49][C:50]=2[OH:51])[C:43]([N:45]([CH3:47])[CH3:46])=[O:44])=[O:38])=[CH:26]1.